Dataset: Full USPTO retrosynthesis dataset with 1.9M reactions from patents (1976-2016). Task: Predict the reactants needed to synthesize the given product. (1) Given the product [I:25][CH2:28][CH2:29][CH2:30][CH2:31][CH2:32][CH2:33][C:34]1[CH:39]=[CH:38][C:37]([NH:40][C:41]2[CH:46]=[CH:45][CH:44]=[C:43]([C:47]3[CH:52]=[CH:51][CH:50]=[CH:49][C:48]=3[CH3:53])[CH:42]=2)=[CH:36][CH:35]=1, predict the reactants needed to synthesize it. The reactants are: C1(P(C2C=CC=CC=2)C2C=CC=CC=2)C=CC=CC=1.N1C=CN=C1.[I:25]I.O[CH2:28][CH2:29][CH2:30][CH2:31][CH2:32][CH2:33][C:34]1[CH:39]=[CH:38][C:37]([NH:40][C:41]2[CH:46]=[CH:45][CH:44]=[C:43]([C:47]3[CH:52]=[CH:51][CH:50]=[CH:49][C:48]=3[CH3:53])[CH:42]=2)=[CH:36][CH:35]=1. (2) Given the product [NH2:10][C:11]1[CH2:12][C:13]([C:29]([N:5]([CH2:6][CH2:7][O:8][CH3:9])[CH2:4][CH2:3][O:2][CH3:1])=[O:30])=[CH:14][C:15]2[CH:21]=[CH:20][C:19]([C:22]([F:28])([F:27])[C:23]([F:24])([F:25])[F:26])=[CH:18][C:16]=2[N:17]=1, predict the reactants needed to synthesize it. The reactants are: [CH3:1][O:2][CH2:3][CH2:4][NH:5][CH2:6][CH2:7][O:8][CH3:9].[NH2:10][C:11]1[CH2:12][C:13]([C:29](OCC)=[O:30])=[CH:14][C:15]2[CH:21]=[CH:20][C:19]([C:22]([F:28])([F:27])[C:23]([F:26])([F:25])[F:24])=[CH:18][C:16]=2[N:17]=1. (3) Given the product [Cl:19][C:10]1[C:9]2[C:8]([N:7]=[C:1]3[C:6]=1[CH2:5][CH2:4][CH2:3][CH2:2]3)=[CH:16][CH:15]=[CH:14][CH:13]=2, predict the reactants needed to synthesize it. The reactants are: [C:1]1(=[N:7][C:8]2[CH:16]=[CH:15][CH:14]=[CH:13][C:9]=2[C:10](O)=O)[CH2:6][CH2:5][CH2:4][CH2:3][CH2:2]1.P(Cl)(Cl)([Cl:19])=O. (4) Given the product [Cl:24][C:23]1[C:22]([CH:25]=[CH2:26])=[C:21]([C:27]([F:29])([F:30])[F:28])[CH:20]=[C:3]2[C:2]=1[NH:1][C:39](=[O:42])[N:6]([CH2:7][C:8]1[CH:13]=[C:12]([Cl:14])[CH:11]=[CH:10][C:9]=1[S:15]([CH2:18][CH3:19])(=[O:17])=[O:16])[C:4]2=[O:5], predict the reactants needed to synthesize it. The reactants are: [NH2:1][C:2]1[C:23]([Cl:24])=[C:22]([CH:25]=[CH2:26])[C:21]([C:27]([F:30])([F:29])[F:28])=[CH:20][C:3]=1[C:4]([NH:6][CH2:7][C:8]1[CH:13]=[C:12]([Cl:14])[CH:11]=[CH:10][C:9]=1[S:15]([CH2:18][CH3:19])(=[O:17])=[O:16])=[O:5].ClC1C(C2OCCO2)=C(OC(F)(F)F)C=C2C=1N[C:39](=[O:42])N(CC1C=C(Cl)C=CC=1S(CC)(=O)=O)C2=O. (5) Given the product [CH:1](=[C:3](/[N:13]=[C:14]([Br:17])[CH:15]=[CH2:16])\[C:4](=[O:12])[CH2:5][CH2:6][CH:7]=[O:8])/[CH3:2], predict the reactants needed to synthesize it. The reactants are: [CH:1](=[C:3](/[N:13]=[C:14]([Br:17])[CH:15]=[CH2:16])\[C:4](=[O:12])[CH2:5][CH2:6][CH:7](OC)[O:8]C)/[CH3:2].CC(C)=O.